From a dataset of Full USPTO retrosynthesis dataset with 1.9M reactions from patents (1976-2016). Predict the reactants needed to synthesize the given product. (1) Given the product [O:5]1[CH2:14][CH2:13][O:12][CH:4]1[C:3]1[C:2]([OH:1])=[CH:9][CH:8]=[CH:7][C:6]=1[OH:10], predict the reactants needed to synthesize it. The reactants are: [OH:1][C:2]1[CH:9]=[CH:8][CH:7]=[C:6]([OH:10])[C:3]=1[CH:4]=[O:5].C(OCC)(OCC)[O:12][CH2:13][CH3:14].C(O)CO. (2) Given the product [CH:11]([C:14]1[CH:19]=[C:18]([N:20]2[CH2:25][CH2:24][O:23][CH2:22][CH2:21]2)[CH:17]=[C:16]([O:26][CH3:27])[C:15]=1[C:2]#[N:3])([CH3:13])[CH3:12], predict the reactants needed to synthesize it. The reactants are: [Cu][C:2]#[N:3].N(OC(C)(C)C)=O.[CH:11]([C:14]1[CH:19]=[C:18]([N:20]2[CH2:25][CH2:24][O:23][CH2:22][CH2:21]2)[CH:17]=[C:16]([O:26][CH3:27])[C:15]=1N)([CH3:13])[CH3:12].Cl. (3) Given the product [NH2:19][C:15]1[N:14]=[CH:13][N:12]=[C:11]2[C:16]=1[N:17]=[CH:18][N:10]2[C@H:9]1[C@@H:4]2[O:3][C:2]([CH3:27])([CH3:1])[O:6][C@@H:5]2[C@@H:7]([CH2:20][N:21]([CH2:22][C:23]([F:26])([F:24])[F:25])[CH2:44][CH2:43][CH2:42][NH:41][C:39]([NH:38][C:35]2[CH:34]=[CH:33][C:32]([C:28]([CH3:29])([CH3:31])[CH3:30])=[CH:37][CH:36]=2)=[O:40])[O:8]1, predict the reactants needed to synthesize it. The reactants are: [CH3:1][C:2]1([CH3:27])[O:6][C@@H:5]2[C@@H:7]([CH2:20][NH:21][CH2:22][C:23]([F:26])([F:25])[F:24])[O:8][C@@H:9]([N:10]3[CH:18]=[N:17][C:16]4[C:11]3=[N:12][CH:13]=[N:14][C:15]=4[NH2:19])[C@@H:4]2[O:3]1.[C:28]([C:32]1[CH:37]=[CH:36][C:35]([NH:38][C:39]([NH:41][CH2:42][CH2:43][CH:44]=O)=[O:40])=[CH:34][CH:33]=1)([CH3:31])([CH3:30])[CH3:29].[BH-](OC(C)=O)(OC(C)=O)OC(C)=O.[Na+].C([O-])(O)=O.[Na+]. (4) Given the product [CH2:14]([S:11]([N:10]1[CH2:17][CH2:20][CH2:19][C@@H:9]1[CH2:8][O:7][S:4]([CH2:1][CH2:2][CH3:3])(=[O:6])=[O:5])(=[O:13])=[O:12])[CH2:15][CH3:16], predict the reactants needed to synthesize it. The reactants are: [CH2:1]([S:4]([O:7][CH2:8][CH2:9][N:10]([CH3:17])[S:11]([CH2:14][CH2:15][CH3:16])(=[O:13])=[O:12])(=[O:6])=[O:5])[CH2:2][CH3:3].N1CC[CH2:20][C@@H:19]1CO. (5) The reactants are: [C:1]([O:5][C:6]([NH:8][CH2:9][C@H:10]1[CH2:15][CH2:14][C@H:13]([C:16]([NH:18][C@H:19]([C:37]([NH:39][C:40]2[CH:45]=[CH:44][C:43]([C:46]3[N:47]=[N:48][NH:49][N:50]=3)=[C:42]([F:51])[CH:41]=2)=[O:38])[CH2:20][C:21]2[CH:26]=[CH:25][C:24]([C:27]3[CH:32]=[CH:31][C:30]([C:33](O)=[O:34])=[CH:29][C:28]=3[CH3:36])=[CH:23][CH:22]=2)=[O:17])[CH2:12][CH2:11]1)=[O:7])([CH3:4])([CH3:3])[CH3:2].[NH2:52][CH:53]1[CH2:58][N:57]([C:59]([O:61][C:62]([CH3:65])([CH3:64])[CH3:63])=[O:60])[CH2:56][C:55]([F:67])([F:66])[CH2:54]1.C(N(CC)C(C)C)(C)C.F[P-](F)(F)(F)(F)F.CN(C(ON1C2=NC=CC=C2N=N1)=[N+](C)C)C. Given the product [C:1]([O:5][C:6]([NH:8][CH2:9][C@H:10]1[CH2:15][CH2:14][C@H:13]([C:16]([NH:18][C@H:19]([C:37]([NH:39][C:40]2[CH:45]=[CH:44][C:43]([C:46]3[N:50]=[N:49][NH:48][N:47]=3)=[C:42]([F:51])[CH:41]=2)=[O:38])[CH2:20][C:21]2[CH:22]=[CH:23][C:24]([C:27]3[CH:32]=[CH:31][C:30]([C:33]([NH:52][CH:53]4[CH2:58][N:57]([C:59]([O:61][C:62]([CH3:63])([CH3:64])[CH3:65])=[O:60])[CH2:56][C:55]([F:67])([F:66])[CH2:54]4)=[O:34])=[CH:29][C:28]=3[CH3:36])=[CH:25][CH:26]=2)=[O:17])[CH2:12][CH2:11]1)=[O:7])([CH3:4])([CH3:3])[CH3:2], predict the reactants needed to synthesize it.